The task is: Predict the product of the given reaction.. This data is from Forward reaction prediction with 1.9M reactions from USPTO patents (1976-2016). (1) Given the reactants [CH3:1][O:2][CH2:3][CH2:4][NH:5][CH3:6].BrC1[CH:13]=[CH:12][C:11]([C:14]2[C:18]([C:19]3[CH:24]=[CH:23][C:22]([S:25]([N:28]4C(C)=CC=C4C)(=[O:27])=[O:26])=[CH:21][CH:20]=3)=[C:17]([CH3:35])[O:16][N:15]=2)=[CH:10][CH:9]=1.[CH:36]1(P(C2CCCCC2)C2C=CC=CC=2C2C=CC=CC=2N(C)C)CCCCC1.C(=O)([O-])[O-].[Cs+].[Cs+].C(=O)(O)[O-].[Na+].[ClH:75].O1CCOCC1, predict the reaction product. The product is: [ClH:75].[CH3:1][O:2][CH2:3][CH2:4][N:5]([CH3:36])[C:6]1[CH:13]=[CH:12][C:11]([C:14]2[C:18]([C:19]3[CH:24]=[CH:23][C:22]([S:25]([NH2:28])(=[O:27])=[O:26])=[CH:21][CH:20]=3)=[C:17]([CH3:35])[O:16][N:15]=2)=[CH:10][CH:9]=1. (2) Given the reactants Cl[C:2]1[N:7]=[C:6]([Cl:8])[N:5]=[C:4]([NH:9][C:10]2[CH:15]=[CH:14][C:13]([F:16])=[C:12]([C:17]([F:20])([F:19])[F:18])[CH:11]=2)[N:3]=1.C(N(C(C)C)CC)(C)C.[F:30][C:31]([F:43])([F:42])[O:32][C:33]1[CH:38]=[CH:37][C:36]([CH:39]=[N:40][NH2:41])=[CH:35][CH:34]=1, predict the reaction product. The product is: [Cl:8][C:6]1[N:7]=[C:2]([NH:41][N:40]=[CH:39][C:36]2[CH:35]=[CH:34][C:33]([O:32][C:31]([F:30])([F:43])[F:42])=[CH:38][CH:37]=2)[N:3]=[C:4]([NH:9][C:10]2[CH:15]=[CH:14][C:13]([F:16])=[C:12]([C:17]([F:20])([F:19])[F:18])[CH:11]=2)[N:5]=1. (3) Given the reactants [Cl:1][C:2]1[C:7]([C:8]2[CH:13]=[CH:12][CH:11]=[CH:10][CH:9]=2)=[N:6][N:5]=[C:4]2[NH:14][N:15]=[C:16]([C:17]3[CH:22]=[CH:21][CH:20]=[CH:19][CH:18]=3)[C:3]=12.O[CH:24]1[CH2:28][CH2:27][O:26][CH2:25]1, predict the reaction product. The product is: [Cl:1][C:2]1[C:7]([C:8]2[CH:9]=[CH:10][CH:11]=[CH:12][CH:13]=2)=[N:6][N:5]=[C:4]2[N:14]([CH:24]3[CH2:28][CH2:27][O:26][CH2:25]3)[N:15]=[C:16]([C:17]3[CH:18]=[CH:19][CH:20]=[CH:21][CH:22]=3)[C:3]=12. (4) The product is: [C:1]1([C:16]2[CH:21]=[CH:20][CH:19]=[CH:18][CH:17]=2)[CH:6]=[CH:5][CH:4]=[CH:3][C:2]=1[CH:7]1[O:11][N:10]=[C:9]([C:12]2[N:22]=[C:23]([CH:24]3[CH2:29][CH2:28][N:27]([C:30]([NH:32][C:33]4[CH:38]=[C:37]([CH3:39])[CH:36]=[CH:35][C:34]=4[CH3:40])=[O:31])[CH2:26][CH2:25]3)[S:41][CH:13]=2)[CH2:8]1. Given the reactants [C:1]1([C:16]2[CH:21]=[CH:20][CH:19]=[CH:18][CH:17]=2)[CH:6]=[CH:5][CH:4]=[CH:3][C:2]=1[CH:7]1[O:11][N:10]=[C:9]([C:12](=O)[CH2:13]Cl)[CH2:8]1.[NH2:22][C:23](=[S:41])[CH:24]1[CH2:29][CH2:28][N:27]([C:30]([NH:32][C:33]2[CH:38]=[C:37]([CH3:39])[CH:36]=[CH:35][C:34]=2[CH3:40])=[O:31])[CH2:26][CH2:25]1.[Br-].[Na+].C(=O)(O)[O-].[Na+], predict the reaction product. (5) Given the reactants C([O:4][C:5](=[O:44])[CH2:6][CH2:7][CH2:8]/[CH:9]=[CH:10]\[CH2:11][C@@H:12]1[C@H:16]([O:17][CH:18]2[CH2:23][CH2:22][CH2:21][CH2:20][O:19]2)[CH2:15][C@H:14]([O:24][CH:25]2[CH2:30][CH2:29][CH2:28][CH2:27][O:26]2)[C@H:13]1[CH2:31][O:32][C:33](=[S:43])[NH:34][CH2:35][C:36]1[CH:41]=[CH:40][CH:39]=[C:38]([Cl:42])[CH:37]=1)C=C.[OH-].[Li+].Cl, predict the reaction product. The product is: [Cl:42][C:38]1[CH:37]=[C:36]([CH:41]=[CH:40][CH:39]=1)[CH2:35][NH:34][C:33]([O:32][CH2:31][C@@H:13]1[C@@H:14]([O:24][CH:25]2[CH2:30][CH2:29][CH2:28][CH2:27][O:26]2)[CH2:15][C@@H:16]([O:17][CH:18]2[CH2:23][CH2:22][CH2:21][CH2:20][O:19]2)[C@H:12]1[CH2:11]/[CH:10]=[CH:9]\[CH2:8][CH2:7][CH2:6][C:5]([OH:44])=[O:4])=[S:43]. (6) Given the reactants [Br:1][C:2]1[CH:3]=[C:4]2[C:8](=[CH:9][CH:10]=1)[NH:7][C:6](=[O:11])[CH2:5]2.[NH:12]1[C:20]2[C:15](=[CH:16][CH:17]=[CH:18][CH:19]=2)[CH:14]=[C:13]1[CH:21]=O.N1CCCCC1, predict the reaction product. The product is: [Br:1][C:2]1[CH:3]=[C:4]2[C:8](=[CH:9][CH:10]=1)[NH:7][C:6](=[O:11])[C:5]2=[CH:21][C:13]1[NH:12][C:20]2[C:15]([CH:14]=1)=[CH:16][CH:17]=[CH:18][CH:19]=2. (7) Given the reactants C([Sn](CCCC)(CCCC)[C:6]([O:8]CC)=[CH2:7])CCC.Cl[C:20]1[CH:21]=[CH:22][C:23]2[C:24]3[N:46]=[CH:45][C:44]([C:47]4[N:51]([CH3:52])[N:50]=[N:49][C:48]=4[CH3:53])=[CH:43][C:25]=3[N:26]([C@H:30]([C:37]3[CH:42]=[CH:41][CH:40]=[CH:39][CH:38]=3)[CH:31]3[CH2:36][CH2:35][O:34][CH2:33][CH2:32]3)[C:27]=2[C:28]=1[F:29].C(=O)([O-])[O-].[Cs+].[Cs+].C1(P(C2CCCCC2)C2CCCCC2)CCCCC1.Cl, predict the reaction product. The product is: [CH3:52][N:51]1[C:47]([C:44]2[CH:45]=[N:46][C:24]3[C:23]4[CH:22]=[CH:21][C:20]([C:6](=[O:8])[CH3:7])=[C:28]([F:29])[C:27]=4[N:26]([C@H:30]([C:37]4[CH:38]=[CH:39][CH:40]=[CH:41][CH:42]=4)[CH:31]4[CH2:36][CH2:35][O:34][CH2:33][CH2:32]4)[C:25]=3[CH:43]=2)=[C:48]([CH3:53])[N:49]=[N:50]1.